This data is from Reaction yield outcomes from USPTO patents with 853,638 reactions. The task is: Predict the reaction yield, written as a fraction of the theoretical maximum amount of product (1.0 means a 100% yield; for example, 0.34 means a 34% yield). (1) The reactants are CO[C:3](=[O:14])[C:4]1[C:9]([I:10])=[CH:8][C:7]([Cl:11])=[CH:6][C:5]=1[CH2:12]Br.[CH3:15][O:16][C:17]1[CH:24]=[CH:23][C:20]([CH2:21][NH2:22])=[CH:19][CH:18]=1.C([O-])([O-])=O.[K+].[K+].C(OCC)(=O)C. The catalyst is C1(C)C=CC=CC=1.CCCCCC. The product is [Cl:11][C:7]1[CH:6]=[C:5]2[C:4](=[C:9]([I:10])[CH:8]=1)[C:3](=[O:14])[N:22]([CH2:21][C:20]1[CH:23]=[CH:24][C:17]([O:16][CH3:15])=[CH:18][CH:19]=1)[CH2:12]2. The yield is 0.270. (2) The reactants are [CH3:1][O:2][CH:3]1[O:8][CH2:7][CH:6]([CH2:9][O:10][C:11]2[CH:16]=[CH:15][N+:14]([O-])=[C:13]([CH3:18])[C:12]=2[CH3:19])[CH2:5][O:4]1.C(OC(=O)C)(=[O:22])C. No catalyst specified. The product is [CH3:1][O:2][CH:3]1[O:8][CH2:7][CH:6]([CH2:9][O:10][C:11]2[CH:16]=[CH:15][N:14]=[C:13]([CH2:18][OH:22])[C:12]=2[CH3:19])[CH2:5][O:4]1. The yield is 0.228. (3) The catalyst is CN(C)C=O. The reactants are [NH2:1][C:2]1[CH:3]=[C:4]([OH:9])[CH:5]=[CH:6][C:7]=1[Cl:8].I[C:11]1[CH:12]=[CH:13][C:14]2[N:15]([CH:17]=[C:18]([NH:20][C:21]([CH:23]3[CH2:25][CH:24]3[CH3:26])=[O:22])[N:19]=2)[N:16]=1.C(=O)([O-])[O-].[K+].[K+]. The product is [NH2:1][C:2]1[CH:3]=[C:4]([CH:5]=[CH:6][C:7]=1[Cl:8])[O:9][C:11]1[CH:12]=[CH:13][C:14]2[N:15]([CH:17]=[C:18]([NH:20][C:21]([CH:23]3[CH2:25][CH:24]3[CH3:26])=[O:22])[N:19]=2)[N:16]=1. The yield is 0.730. (4) The reactants are [CH2:1]([C@H:6]1[CH2:8][C@H:7]1[CH2:9][C@@H:10]1[CH2:12][C@H:11]1[CH2:13][CH2:14][CH2:15][CH2:16][CH2:17][CH2:18][CH2:19][CH2:20][OH:21])[CH2:2][CH2:3][CH2:4][CH3:5].C([C@@H]1C[C@@H]1C[C@@H]1C[C@H]1CCCCCCCC[OH:42])CCCC. No catalyst specified. The product is [CH2:1]([C@@H:6]1[CH2:8][C@@H:7]1[CH2:9][C@@H:10]1[CH2:12][C@H:11]1[CH2:13][CH2:14][CH2:15][CH2:16][CH2:17][CH2:18][CH2:19][C:20]([OH:42])=[O:21])[CH2:2][CH2:3][CH2:4][CH3:5]. The yield is 0.770. (5) The reactants are [C:1]1([NH:7][CH2:8][C:9]2[CH:16]=[CH:15][C:12]([CH:13]=O)=[CH:11][CH:10]=2)[CH:6]=[CH:5][CH:4]=[CH:3][CH:2]=1.[N+:17]([CH3:20])([O-:19])=[O:18].C([O-])(=O)C.[NH4+]. The catalyst is C(O)(=O)C. The product is [N+:17](/[CH:20]=[CH:13]/[C:12]1[CH:15]=[CH:16][C:9]([CH2:8][NH:7][C:1]2[CH:6]=[CH:5][CH:4]=[CH:3][CH:2]=2)=[CH:10][CH:11]=1)([O-:19])=[O:18]. The yield is 0.360. (6) The reactants are [CH2:1]=[C:2]1[CH2:15][C:4]2([CH2:7][N:6]([C:8]([O:10]C(C)(C)C)=O)[CH2:5]2)[CH2:3]1.[F:16][C:17]1[CH:22]=[C:21]([C:23]2[CH:28]=[CH:27][N:26]=[C:25]3[NH:29][C:30]([C:32]4[CH:33]=[N:34][N:35]([CH3:37])[CH:36]=4)=[N:31][C:24]=23)[CH:20]=[CH:19][C:18]=1[CH2:38][NH2:39]. No catalyst specified. The product is [F:16][C:17]1[CH:22]=[C:21]([C:23]2[CH:28]=[CH:27][N:26]=[C:25]3[NH:29][C:30]([C:32]4[CH:33]=[N:34][N:35]([CH3:37])[CH:36]=4)=[N:31][C:24]=23)[CH:20]=[CH:19][C:18]=1[CH2:38][NH:39][C:8]([N:6]1[CH2:5][C:4]2([CH2:3][CH:2]([CH3:1])[CH2:15]2)[CH2:7]1)=[O:10]. The yield is 0.270. (7) The reactants are O[CH:2]([CH:16]1[CH2:20][CH2:19][O:18][CH2:17]1)[C:3]1[N:8]=[C:7]([NH:9][C:10](=[O:15])[C:11]([CH3:14])([CH3:13])[CH3:12])[CH:6]=[CH:5][CH:4]=1.C(N(CC)CC)C.CS(Cl)(=O)=O. The catalyst is ClCCl.[Zn]. The product is [O:18]1[CH2:19][CH2:20][CH:16]([CH2:2][C:3]2[N:8]=[C:7]([NH:9][C:10](=[O:15])[C:11]([CH3:13])([CH3:12])[CH3:14])[CH:6]=[CH:5][CH:4]=2)[CH2:17]1. The yield is 0.750. (8) The reactants are [CH3:1][C@H:2]1[CH2:7][O:6][CH2:5][CH2:4][NH:3]1.[C:8](Cl)(=[O:10])N.CCN(C(C)C)C(C)C.[F:21][C:22]1[CH:23]=[CH:24][C:25]([NH:28][NH2:29])=[N:26][CH:27]=1. The catalyst is C(Cl)Cl. The product is [F:21][C:22]1[CH:23]=[CH:24][C:25]([N:28]([C:8]([N:3]2[CH2:4][CH2:5][O:6][CH2:7][C@@H:2]2[CH3:1])=[O:10])[NH2:29])=[N:26][CH:27]=1. The yield is 0.570. (9) The reactants are [CH2:1]([C:3]1[CH:10]=[C:9]([O:11]C)[CH:8]=[C:7]([CH2:13][CH3:14])[C:4]=1[CH:5]=[O:6])[CH3:2].B(Br)(Br)Br. The catalyst is ClCCl. The product is [CH2:13]([C:7]1[CH:8]=[C:9]([OH:11])[CH:10]=[C:3]([CH2:1][CH3:2])[C:4]=1[CH:5]=[O:6])[CH3:14]. The yield is 1.00.